This data is from Full USPTO retrosynthesis dataset with 1.9M reactions from patents (1976-2016). The task is: Predict the reactants needed to synthesize the given product. (1) Given the product [CH3:1][O:2][C:3]1[CH:4]=[C:5]([C:11]2[N:16]=[C:15]([O:17][C@@H:18]([C@H:20]3[CH2:24][NH:23][C:22](=[O:25])[CH2:21]3)[CH3:19])[C:14]3[NH:26][CH:27]=[N:28][C:13]=3[CH:12]=2)[CH:6]=[CH:7][C:8]=1[O:9][CH3:10], predict the reactants needed to synthesize it. The reactants are: [CH3:1][O:2][C:3]1[CH:4]=[C:5]([C:11]2[N:16]=[C:15]([O:17][C@@H:18]([C@H:20]3[CH2:24][NH:23][C:22](=[O:25])[CH2:21]3)[CH3:19])[C:14]3[N:26](COCC[Si](C)(C)C)[CH:27]=[N:28][C:13]=3[CH:12]=2)[CH:6]=[CH:7][C:8]=1[O:9][CH3:10].CCCC[N+](CCCC)(CCCC)CCCC.[F-].C(OCC)(=O)C. (2) Given the product [Cl:37][C:38]1[CH:39]=[C:40]([N:44]2[CH2:49][CH2:48][CH:47]([N:15]3[CH2:19][CH2:18][C@@H:17]([NH:20][C:21](=[O:36])[CH2:22][NH:23][C:24](=[O:35])[C:25]4[CH:30]=[CH:29][CH:28]=[C:27]([C:31]([F:32])([F:34])[F:33])[CH:26]=4)[CH2:16]3)[CH2:46][CH2:45]2)[CH:41]=[CH:42][CH:43]=1, predict the reactants needed to synthesize it. The reactants are: COC1N=CC(N2CCC([N:15]3[CH2:19][CH2:18][C@@H:17]([NH:20][C:21](=[O:36])[CH2:22][NH:23][C:24](=[O:35])[C:25]4[CH:30]=[CH:29][CH:28]=[C:27]([C:31]([F:34])([F:33])[F:32])[CH:26]=4)[CH2:16]3)CC2)=CC=1.[Cl:37][C:38]1[CH:39]=[C:40]([N:44]2[CH2:49][CH2:48][C:47](=O)[CH2:46][CH2:45]2)[CH:41]=[CH:42][CH:43]=1.COC1N=CC(N2CCC(=O)CC2)=CC=1. (3) Given the product [CH2:1]([O:8][C:9]([N:11]1[CH2:20][CH2:19][C:18]2[C:13](=[CH:14][C:15]([O:21][CH2:22][C:23]3([C:29]([O:31][CH2:32][CH3:33])=[O:30])[CH2:24][CH2:25][N:26]([C:42]4[CH:47]=[C:46]([CH3:48])[N:45]=[C:44]([CH3:49])[CH:43]=4)[CH2:27][CH2:28]3)=[CH:16][CH:17]=2)[CH2:12]1)=[O:10])[C:2]1[CH:3]=[CH:4][CH:5]=[CH:6][CH:7]=1, predict the reactants needed to synthesize it. The reactants are: [CH2:1]([O:8][C:9]([N:11]1[CH2:20][CH2:19][C:18]2[C:13](=[CH:14][C:15]([O:21][CH2:22][C:23]3([C:29]([O:31][CH2:32][CH3:33])=[O:30])[CH2:28][CH2:27][NH:26][CH2:25][CH2:24]3)=[CH:16][CH:17]=2)[CH2:12]1)=[O:10])[C:2]1[CH:7]=[CH:6][CH:5]=[CH:4][CH:3]=1.C(N(CC)CC)C.Cl[C:42]1[CH:47]=[C:46]([CH3:48])[N:45]=[C:44]([CH3:49])[CH:43]=1. (4) Given the product [CH2:40]([O:47][C:48]1[CH:57]=[C:56]2[C:51]([C:52]([O:58][C:59]3[CH:60]=[CH:61][C:62]([N:7]([C:1]4[CH:2]=[CH:3][CH:4]=[CH:5][CH:6]=4)[C:8]([C:10]4([C:13]([NH2:17])=[O:15])[CH2:11][CH2:12]4)=[O:9])=[N:63][CH:64]=3)=[CH:53][CH:54]=[N:55]2)=[CH:50][CH:49]=1)[C:41]1[CH:42]=[CH:43][CH:44]=[CH:45][CH:46]=1, predict the reactants needed to synthesize it. The reactants are: [C:1]1([NH:7][C:8]([C:10]2([C:13]([OH:15])=O)[CH2:12][CH2:11]2)=[O:9])[CH:6]=[CH:5][CH:4]=[CH:3][CH:2]=1.C[N:17](C(ON1N=NC2C=CC=NC1=2)=[N+](C)C)C.F[P-](F)(F)(F)(F)F.[CH2:40]([O:47][C:48]1[CH:57]=[C:56]2[C:51]([C:52]([O:58][C:59]3[CH:60]=[CH:61][C:62](N)=[N:63][CH:64]=3)=[CH:53][CH:54]=[N:55]2)=[CH:50][CH:49]=1)[C:41]1[CH:46]=[CH:45][CH:44]=[CH:43][CH:42]=1.C1CCN2C(=NCCC2)CC1. (5) Given the product [NH2:12][C:9]1[CH:10]=[C:11]2[C:6](=[C:7]([C:15]([N:17]([CH3:19])[CH3:18])=[O:16])[CH:8]=1)[N:5]=[CH:4][C:3]([C:20]#[N:21])=[C:2]2[NH:26][C:25]1[CH:27]=[CH:28][C:29]([F:30])=[C:23]([Cl:22])[CH:24]=1, predict the reactants needed to synthesize it. The reactants are: Cl[C:2]1[C:11]2[C:6](=[C:7]([C:15]([N:17]([CH3:19])[CH3:18])=[O:16])[CH:8]=[C:9]([N+:12]([O-])=O)[CH:10]=2)[N:5]=[CH:4][C:3]=1[C:20]#[N:21].[Cl:22][C:23]1[CH:24]=[C:25]([CH:27]=[CH:28][C:29]=1[F:30])[NH2:26].O.O.[Sn](Cl)(Cl)(Cl)Cl. (6) Given the product [C:16]1([C:20]2[CH:28]=[CH:29][NH:30][N:31]=2)[CH:15]=[CH:14][CH:13]=[CH:18][CH:17]=1, predict the reactants needed to synthesize it. The reactants are: CC(C1C(S(C)=O)=C(N)N([C:13]2[C:18](Cl)=[CH:17][C:16]([C:20](F)(F)F)=[CH:15][C:14]=2Cl)N=1)=O.CC[S+]([O-])[C:28]1[C:29](C#N)=[N:30][N:31](C2C(Cl)=CC(C(F)(F)F)=CC=2Cl)C=1N.C1C(C(F)(F)F)=CC(Cl)=C(N2N=C(C#N)C([S+]([O-])C(F)(F)F)=C2N)C=1Cl.COC1C(=O)C=C/C(=C\NC2N(C3C(Cl)=CC(C(F)(F)F)=CC=3Cl)N=C(C#N)C=2SC(F)(F)F)/C=1.C1C=C(CNC2N(C3C(Cl)=CC(C(F)(F)F)=CC=3Cl)N=C(C#N)C=2SC(F)F)N=CC=1.C1N=CC(CNC2N(C3C(Cl)=CC(C(F)(F)F)=CC=3Cl)N=C(C#N)C=2SCF)=NC=1. (7) Given the product [CH3:1][C:2]1[C:6]2[C:7]([O:12][C:14]3[CH:19]=[CH:18][C:17]([N+:20]([O-:22])=[O:21])=[CH:16][CH:15]=3)=[CH:8][C:9]([CH3:11])=[CH:10][C:5]=2[O:4][N:3]=1, predict the reactants needed to synthesize it. The reactants are: [CH3:1][C:2]1[C:6]2=[C:7]([OH:12])[CH:8]=[C:9]([CH3:11])[CH:10]=[C:5]2[O:4][N:3]=1.F[C:14]1[CH:19]=[CH:18][C:17]([N+:20]([O-:22])=[O:21])=[CH:16][CH:15]=1.C(=O)([O-])[O-].[K+].[K+]. (8) Given the product [C:1]([O:5][C:6](=[O:15])[NH:7][C:8]1[CH:13]=[CH:12][N:11]=[C:10]([Cl:14])[C:9]=1[CH2:21][CH2:22][OH:23])([CH3:4])([CH3:2])[CH3:3], predict the reactants needed to synthesize it. The reactants are: [C:1]([O:5][C:6](=[O:15])[NH:7][C:8]1[CH:13]=[CH:12][N:11]=[C:10]([Cl:14])[CH:9]=1)([CH3:4])([CH3:3])[CH3:2].[Li]C(C)(C)C.[CH2:21]1[O:23][CH2:22]1. (9) Given the product [OH:1][C:2]1[CH:7]=[CH:6][N:5]([CH2:8][CH2:9][CH:10]([CH3:12])[CH3:11])[C:4](=[O:13])[C:3]=1[C:14]1[NH:19][C:18]2[CH:20]=[CH:21][C:22]([NH:24][S:25]([NH2:26])(=[O:38])=[O:37])=[CH:23][C:17]=2[S:16](=[O:39])(=[O:40])[N:15]=1, predict the reactants needed to synthesize it. The reactants are: [OH:1][C:2]1[CH:7]=[CH:6][N:5]([CH2:8][CH2:9][CH:10]([CH3:12])[CH3:11])[C:4](=[O:13])[C:3]=1[C:14]1[NH:19][C:18]2[CH:20]=[CH:21][C:22]([NH:24][S:25](=[O:38])(=[O:37])[NH:26]C(OCC3C=CC=CC=3)=O)=[CH:23][C:17]=2[S:16](=[O:40])(=[O:39])[N:15]=1. (10) Given the product [CH2:10]([C:7]1[O:6][C:5]([C:3]([NH2:12])=[O:2])=[CH:9][CH:8]=1)[CH3:11], predict the reactants needed to synthesize it. The reactants are: C[O:2][C:3]([C:5]1[O:6][C:7]([CH2:10][CH3:11])=[CH:8][CH:9]=1)=O.[NH4+:12].[OH-].